This data is from hERG Central: cardiac toxicity at 1µM, 10µM, and general inhibition. The task is: Predict hERG channel inhibition at various concentrations. (1) The molecule is CN1CCN(CC(O)(c2ccc(Cl)cc2)c2ccc(Cl)cc2)CC1. Results: hERG_inhib (hERG inhibition (general)): blocker. (2) The drug is O=C(CNC(=O)/C(=C\c1ccc(F)cc1)NC(=O)c1ccccc1)OCc1ccccc1. Results: hERG_inhib (hERG inhibition (general)): blocker.